From a dataset of Full USPTO retrosynthesis dataset with 1.9M reactions from patents (1976-2016). Predict the reactants needed to synthesize the given product. The reactants are: Cl.[F:2][C:3]1[CH:8]=[C:7]([F:9])[CH:6]=[CH:5][C:4]=1[N:10]1[CH:14]([C:15]2[CH:20]=[CH:19][C:18]([N:21]3[CH2:26][CH2:25][NH:24][CH2:23][CH2:22]3)=[CH:17][CH:16]=2)[CH2:13][C:12]([C:27]([C:33]([F:36])([F:35])[F:34])([C:29]([F:32])([F:31])[F:30])[OH:28])=[N:11]1.C(N(CC)CC)C.[CH3:44][S:45](Cl)(=[O:47])=[O:46]. Given the product [F:2][C:3]1[CH:8]=[C:7]([F:9])[CH:6]=[CH:5][C:4]=1[N:10]1[CH:14]([C:15]2[CH:16]=[CH:17][C:18]([N:21]3[CH2:22][CH2:23][N:24]([S:45]([CH3:44])(=[O:47])=[O:46])[CH2:25][CH2:26]3)=[CH:19][CH:20]=2)[CH2:13][C:12]([C:27]([C:29]([F:30])([F:32])[F:31])([C:33]([F:34])([F:35])[F:36])[OH:28])=[N:11]1, predict the reactants needed to synthesize it.